This data is from Reaction yield outcomes from USPTO patents with 853,638 reactions. The task is: Predict the reaction yield, written as a fraction of the theoretical maximum amount of product (1.0 means a 100% yield; for example, 0.34 means a 34% yield). (1) The reactants are C(N1CCN(C2SC(C(O)=O)=C(C)N=2)C1=O)C1C=CC=CC=1.[CH3:23][C:24]1[N:25]=[C:26]([N:32]2[CH2:36][CH2:35][N:34]([CH2:37][C:38]3[CH:43]=[CH:42][C:41]([O:44][C:45]([F:48])([F:47])[F:46])=[CH:40][CH:39]=3)[C:33]2=[O:49])[S:27][C:28]=1[C:29](O)=[O:30].[NH2:50][CH2:51][C@@H:52]([C:54]1[CH:59]=[CH:58][CH:57]=[CH:56][CH:55]=1)[OH:53]. No catalyst specified. The product is [OH:53][C@H:52]([C:54]1[CH:59]=[CH:58][CH:57]=[CH:56][CH:55]=1)[CH2:51][NH:50][C:29]([C:28]1[S:27][C:26]([N:32]2[CH2:36][CH2:35][N:34]([CH2:37][C:38]3[CH:43]=[CH:42][C:41]([O:44][C:45]([F:47])([F:46])[F:48])=[CH:40][CH:39]=3)[C:33]2=[O:49])=[N:25][C:24]=1[CH3:23])=[O:30]. The yield is 0.670. (2) The reactants are [OH:1][C:2]1[CH:11]=[C:10]2[C:5]([CH:6]=[C:7]([NH:12][C:13]([CH:15]3[CH2:17][CH2:16]3)=[O:14])[N:8]=[CH:9]2)=[CH:4][CH:3]=1.Br[C:19](P(=O)(OCC)OCC)([F:21])[F:20]. The catalyst is C(#N)C.O.C(OCC)(=O)C. The product is [F:20][CH:19]([F:21])[O:1][C:2]1[CH:11]=[C:10]2[C:5]([CH:6]=[C:7]([NH:12][C:13]([CH:15]3[CH2:16][CH2:17]3)=[O:14])[N:8]=[CH:9]2)=[CH:4][CH:3]=1. The yield is 0.260. (3) The reactants are [Br:1][C:2]1[CH:3]=[C:4]([CH:8]([OH:12])[C:9]([OH:11])=[O:10])[CH:5]=[CH:6][CH:7]=1.[CH3:13][Si](C=[N+]=[N-])(C)C.CC(OI1(OC(C)=O)(OC(C)=O)OC(=O)C2C=CC=CC1=2)=O.C(=O)(O)[O-].[Na+].S([O-])([O-])(=O)=S.[Na+].[Na+]. The catalyst is C1C=CC=CC=1.CO. The product is [CH3:13][O:10][C:9](=[O:11])[C:8]([C:4]1[CH:5]=[CH:6][CH:7]=[C:2]([Br:1])[CH:3]=1)=[O:12]. The yield is 0.950. (4) The reactants are [O:1]=[C:2]([CH3:13])[CH2:3][CH2:4][CH2:5][CH2:6][CH2:7][CH2:8][CH2:9][C:10]([OH:12])=[O:11].[CH3:14]O. No catalyst specified. The product is [O:1]=[C:2]([CH3:13])[CH2:3][CH2:4][CH2:5][CH2:6][CH2:7][CH2:8][CH2:9][C:10]([O:12][CH3:14])=[O:11]. The yield is 0.800. (5) The reactants are [CH2:1]([O:3][C:4]([C@H:6]1[C@@H:11]([NH2:12])[C@H:10]2[CH2:13][C@@H:7]1[CH2:8][CH2:9]2)=[O:5])[CH3:2].[F:14][C:15]1[CH:22]=[CH:21][C:18]([CH:19]=O)=[CH:17][CH:16]=1.C(O)(=O)C.C([BH3-])#N.[Na+]. The catalyst is C(O)C.C(OCC)(=O)C. The product is [CH2:1]([O:3][C:4]([C@H:6]1[C@@H:11]([NH:12][CH2:19][C:18]2[CH:21]=[CH:22][C:15]([F:14])=[CH:16][CH:17]=2)[C@H:10]2[CH2:13][C@@H:7]1[CH2:8][CH2:9]2)=[O:5])[CH3:2]. The yield is 0.950. (6) The catalyst is CN(C)C=O.O. The product is [C:1]([C:4]1[C:5]([O:15][CH2:16][CH3:17])=[C:6]([C:10]([CH3:14])=[C:11]([Cl:13])[CH:12]=1)[C:7]([NH:25][CH2:29][CH3:28])=[O:9])(=[O:3])[CH3:2]. The reactants are [C:1]([C:4]1[C:5]([O:15][CH2:16][CH3:17])=[C:6]([C:10]([CH3:14])=[C:11]([Cl:13])[CH:12]=1)[C:7]([OH:9])=O)(=[O:3])[CH3:2].F[P-](F)(F)(F)(F)F.[N:25]1(O[P+](N(C)C)(N(C)C)N(C)C)[C:29]2C=CC=C[C:28]=2N=N1.C(N(CC)C(C)C)(C)C.C(N)C.C1COCC1. The yield is 0.700. (7) The reactants are [C:1]([C:5]1[O:9][N:8]=[C:7]([NH:10][C:11]([NH:13][C:14]2[CH:19]=[CH:18][CH:17]=[C:16]([S:20][C:21]3[C:30]4[C:25](=[CH:26][C:27]([O:35][CH3:36])=[C:28]([O:31][CH2:32][CH2:33]Cl)[CH:29]=4)[N:24]=[CH:23][N:22]=3)[CH:15]=2)=[O:12])[CH:6]=1)([CH3:4])([CH3:3])[CH3:2].[NH:37]1[CH2:42][CH2:41][S:40](=[O:44])(=[O:43])[CH2:39][CH2:38]1.CCN(C(C)C)C(C)C. The catalyst is [I-].C([N+](CCCC)(CCCC)CCCC)CCC.CN(C=O)C. The product is [C:1]([C:5]1[O:9][N:8]=[C:7]([NH:10][C:11]([NH:13][C:14]2[CH:19]=[CH:18][CH:17]=[C:16]([S:20][C:21]3[C:30]4[C:25](=[CH:26][C:27]([O:35][CH3:36])=[C:28]([O:31][CH2:32][CH2:33][N:37]5[CH2:42][CH2:41][S:40](=[O:44])(=[O:43])[CH2:39][CH2:38]5)[CH:29]=4)[N:24]=[CH:23][N:22]=3)[CH:15]=2)=[O:12])[CH:6]=1)([CH3:4])([CH3:3])[CH3:2]. The yield is 0.240. (8) The reactants are Cl[C:2]1[N:7]=[CH:6][N:5]=[C:4]([NH:8][C:9]2[CH:10]=[C:11]([CH:16]=[CH:17][CH:18]=2)[C:12]([O:14][CH3:15])=[O:13])[CH:3]=1.[O:19]([C:26]1[CH:32]=[CH:31][C:29]([NH2:30])=[CH:28][CH:27]=1)[C:20]1[CH:25]=[CH:24][CH:23]=[CH:22][CH:21]=1.C(O)(=O)C. The catalyst is C(O)C. The product is [O:19]([C:26]1[CH:27]=[CH:28][C:29]([NH:30][C:2]2[N:7]=[CH:6][N:5]=[C:4]([NH:8][C:9]3[CH:10]=[C:11]([CH:16]=[CH:17][CH:18]=3)[C:12]([O:14][CH3:15])=[O:13])[CH:3]=2)=[CH:31][CH:32]=1)[C:20]1[CH:25]=[CH:24][CH:23]=[CH:22][CH:21]=1. The yield is 0.660. (9) The reactants are [CH3:1][O:2][C:3]([N:5]1[C@@H:13]2[C@@H:8]([CH2:9][CH2:10][CH2:11][CH2:12]2)[CH2:7][C@H:6]1[C:14]([O:16][CH3:17])=[O:15])=[O:4].C[Si](C)(C)N[Si](C)(C)C.[K].[C:28]1([S:34][S:34][C:28]2[CH:33]=[CH:32][CH:31]=[CH:30][CH:29]=2)[CH:33]=[CH:32][CH:31]=[CH:30][CH:29]=1. The catalyst is O1CCCC1.C(OCC)(=O)C. The product is [CH3:1][O:2][C:3]([N:5]1[C@@H:13]2[C@@H:8]([CH2:9][CH2:10][CH2:11][CH2:12]2)[CH2:7][C:6]1([S:34][C:28]1[CH:33]=[CH:32][CH:31]=[CH:30][CH:29]=1)[C:14]([O:16][CH3:17])=[O:15])=[O:4]. The yield is 0.640. (10) The reactants are Cl[C:2]1[CH:3]=[C:4]([NH:10][C:11]2[N:16]=[CH:15][C:14]([N:17]3[C@H:22]4[CH2:23][CH2:24][C@@H:18]3[CH2:19][N:20]([C:25]([O:27][C:28]([CH3:31])([CH3:30])[CH3:29])=[O:26])[CH2:21]4)=[CH:13][CH:12]=2)[C:5](=[O:9])[N:6]([CH3:8])[N:7]=1.[C:32]([O:35][CH2:36][C:37]1[C:42](B2OC(C)(C)C(C)(C)O2)=[CH:41][CH:40]=[CH:39][C:38]=1[N:52]1[N:61]=[CH:60][C:59]2[C:54](=[C:55]([F:66])[CH:56]=[C:57]([C:62]([CH3:65])([CH3:64])[CH3:63])[CH:58]=2)[C:53]1=[O:67])(=[O:34])[CH3:33].CC(C1C=C(C(C)C)C(C2C=CC=CC=2P(C2CCCCC2)C2CCCCC2)=C(C(C)C)C=1)C.P([O-])([O-])([O-])=O.[K+].[K+].[K+]. The catalyst is O1CCOCC1.O.C1C=CC(/C=C/C(/C=C/C2C=CC=CC=2)=O)=CC=1.C1C=CC(/C=C/C(/C=C/C2C=CC=CC=2)=O)=CC=1.[Pd]. The product is [C:32]([O:35][CH2:36][C:37]1[C:38]([N:52]2[N:61]=[CH:60][C:59]3[C:54](=[C:55]([F:66])[CH:56]=[C:57]([C:62]([CH3:64])([CH3:63])[CH3:65])[CH:58]=3)[C:53]2=[O:67])=[CH:39][CH:40]=[CH:41][C:42]=1[C:2]1[CH:3]=[C:4]([NH:10][C:11]2[N:16]=[CH:15][C:14]([N:17]3[CH:22]4[CH2:23][CH2:24][CH:18]3[CH2:19][N:20]([C:25]([O:27][C:28]([CH3:29])([CH3:30])[CH3:31])=[O:26])[CH2:21]4)=[CH:13][CH:12]=2)[C:5](=[O:9])[N:6]([CH3:8])[N:7]=1)(=[O:34])[CH3:33]. The yield is 0.603.